This data is from Reaction yield outcomes from USPTO patents with 853,638 reactions. The task is: Predict the reaction yield, written as a fraction of the theoretical maximum amount of product (1.0 means a 100% yield; for example, 0.34 means a 34% yield). (1) The reactants are [NH:1]1[CH2:5][CH2:4][CH2:3][CH2:2]1.N1C2C=CC=C[C:9]=2N=N1.[C:15]1([C:21]#[C:22][C:23]2[S:24][C:25]([CH:28]=O)=[CH:26][N:27]=2)[CH:20]=[CH:19][CH:18]=[CH:17][CH:16]=1.C1COCC1. The catalyst is C(O)C. The product is [C:15]1([C:21]#[C:22][C:23]2[S:24][C:25]([CH:28]([N:1]3[CH2:5][CH2:4][CH2:3][CH2:2]3)[CH3:9])=[CH:26][N:27]=2)[CH:20]=[CH:19][CH:18]=[CH:17][CH:16]=1. The yield is 0.370. (2) The reactants are ClN1C(=O)CCC1=O.[F:9][C:10]1[CH:11]=[CH:12][C:13]([CH:16]=[N:17][OH:18])=[N:14][CH:15]=1.CN([CH:22]=[CH:23][C:24]([O:26][CH2:27][CH3:28])=[O:25])C.C(N(CC)CC)C.Cl. The catalyst is CN(C=O)C.C(Cl)(Cl)Cl. The product is [CH2:27]([O:26][C:24]([C:23]1[C:16]([C:13]2[CH:12]=[CH:11][C:10]([F:9])=[CH:15][N:14]=2)=[N:17][O:18][CH:22]=1)=[O:25])[CH3:28]. The yield is 0.720. (3) The catalyst is C(O)(C)C. The reactants are [C:1]([O:4][C@@H:5]([C:7]1[N:12]=[C:11](Cl)[CH:10]=[CH:9][N:8]=1)[CH3:6])(=[O:3])[CH3:2].C(N(CC)CC)C.[N:21]1([C:27]2[CH:36]=[N:35][C:34]3[C:29](=[CH:30][CH:31]=[CH:32][CH:33]=3)[N:28]=2)[CH2:26][CH2:25][NH:24][CH2:23][CH2:22]1. The product is [C:1]([O:4][C@@H:5]([C:7]1[N:12]=[C:11]([N:24]2[CH2:25][CH2:26][N:21]([C:27]3[CH:36]=[N:35][C:34]4[C:29](=[CH:30][CH:31]=[CH:32][CH:33]=4)[N:28]=3)[CH2:22][CH2:23]2)[CH:10]=[CH:9][N:8]=1)[CH3:6])(=[O:3])[CH3:2]. The yield is 0.910. (4) The reactants are CO[CH:3]([O:23]C)[C:4]1[S:8][C:7]([C:9]2[CH:10]=[C:11]3[C:15](=[CH:16][CH:17]=2)[C:14](=[O:18])[N:13]([CH2:19][CH2:20][CH2:21]I)[CH2:12]3)=[CH:6][CH:5]=1.[NH:25]1[CH2:30][CH2:29][CH2:28][CH2:27][CH2:26]1. No catalyst specified. The product is [O:18]=[C:14]1[C:15]2[C:11](=[CH:10][C:9]([C:7]3[S:8][C:4]([CH:3]=[O:23])=[CH:5][CH:6]=3)=[CH:17][CH:16]=2)[CH2:12][N:13]1[CH2:19][CH2:20][CH2:21][N:25]1[CH2:30][CH2:29][CH2:28][CH2:27][CH2:26]1. The yield is 0.730. (5) The product is [F:1][C:2]1[CH:7]=[CH:6][C:5]([C:28]2[CH:27]=[N:26][N:25]([CH3:24])[CH:29]=2)=[CH:4][C:3]=1[N:9]1[CH:14]=[C:13]([O:15][CH3:16])[C:12](=[O:17])[C:11]([C:18]([N:20]([O:22][CH3:23])[CH3:21])=[O:19])=[N:10]1. The yield is 0.600. The reactants are [F:1][C:2]1[CH:7]=[CH:6][C:5](I)=[CH:4][C:3]=1[N:9]1[CH:14]=[C:13]([O:15][CH3:16])[C:12](=[O:17])[C:11]([C:18]([N:20]([O:22][CH3:23])[CH3:21])=[O:19])=[N:10]1.[CH3:24][N:25]1[CH:29]=[C:28](B2OC(C)(C)C(C)(C)O2)[CH:27]=[N:26]1.C([O-])([O-])=O.[Na+].[Na+]. The catalyst is COCCOC.O.[Cl-].[Na+].O.C([O-])(O)=O.[Na+].C1C=CC([P]([Pd]([P](C2C=CC=CC=2)(C2C=CC=CC=2)C2C=CC=CC=2)([P](C2C=CC=CC=2)(C2C=CC=CC=2)C2C=CC=CC=2)[P](C2C=CC=CC=2)(C2C=CC=CC=2)C2C=CC=CC=2)(C2C=CC=CC=2)C2C=CC=CC=2)=CC=1. (6) The reactants are [NH:1]1[C:9]2[C:4](=[CH:5][C:6]([C:10]([N:12]3[CH2:18][C:17]4([CH3:20])[CH2:19][CH:13]3[CH2:14][C:15]([CH3:22])([CH3:21])[CH2:16]4)=[O:11])=[CH:7][CH:8]=2)[CH:3]=[CH:2]1.[H-].[Na+].[CH3:25]I. The catalyst is CN(C=O)C. The product is [CH3:25][N:1]1[C:9]2[C:4](=[CH:5][C:6]([C:10]([N:12]3[CH2:18][C:17]4([CH3:20])[CH2:19][CH:13]3[CH2:14][C:15]([CH3:22])([CH3:21])[CH2:16]4)=[O:11])=[CH:7][CH:8]=2)[CH:3]=[CH:2]1. The yield is 0.500.